Dataset: Reaction yield outcomes from USPTO patents with 853,638 reactions. Task: Predict the reaction yield, written as a fraction of the theoretical maximum amount of product (1.0 means a 100% yield; for example, 0.34 means a 34% yield). (1) The reactants are I[C:2]1[CH:23]=[CH:22][C:5]([C:6]([NH:8][S:9]([C:12]2[CH:17]=[CH:16][CH:15]=[CH:14][C:13]=2[S:18](=[O:21])(=[O:20])[NH2:19])(=[O:11])=[O:10])=[O:7])=[CH:4][CH:3]=1.[C:24]([C:26]1[CH:27]=[N:28][CH:29]=[CH:30][CH:31]=1)#[CH:25].C(N(CC)CC)C.Cl. The catalyst is CN(C)C=O.[Cu]I.C1C=CC([P]([Pd]([P](C2C=CC=CC=2)(C2C=CC=CC=2)C2C=CC=CC=2)([P](C2C=CC=CC=2)(C2C=CC=CC=2)C2C=CC=CC=2)[P](C2C=CC=CC=2)(C2C=CC=CC=2)C2C=CC=CC=2)(C2C=CC=CC=2)C2C=CC=CC=2)=CC=1.O. The yield is 0.330. The product is [N:28]1[CH:29]=[CH:30][CH:31]=[C:26]([C:24]#[C:25][C:2]2[CH:23]=[CH:22][C:5]([C:6]([NH:8][S:9]([C:12]3[CH:17]=[CH:16][CH:15]=[CH:14][C:13]=3[S:18](=[O:21])(=[O:20])[NH2:19])(=[O:11])=[O:10])=[O:7])=[CH:4][CH:3]=2)[CH:27]=1. (2) The reactants are Br[C:2]1[CH:11]=[C:10]2[C:5]([C:6]([OH:22])=[C:7]([C:14]([NH:16][CH2:17][C:18]([O:20]C)=[O:19])=[O:15])[C:8](=[O:13])[N:9]2[CH3:12])=[CH:4][CH:3]=1.C(Cl)(Cl)Cl.CC(C1C=C(C(C)C)C(C2C=CC=CC=2P(C2CCCCC2)C2CCCCC2)=C(C(C)C)C=1)C.[NH:61]1[CH2:66][CH2:65][O:64][CH2:63][CH2:62]1.CC(C)([O-])C.[Na+]. The catalyst is O1CCOCC1.C1C=CC(/C=C/C(/C=C/C2C=CC=CC=2)=O)=CC=1.C1C=CC(/C=C/C(/C=C/C2C=CC=CC=2)=O)=CC=1.C1C=CC(/C=C/C(/C=C/C2C=CC=CC=2)=O)=CC=1.[Pd].[Pd]. The product is [OH:22][C:6]1[C:5]2[C:10](=[CH:11][C:2]([N:61]3[CH2:66][CH2:65][O:64][CH2:63][CH2:62]3)=[CH:3][CH:4]=2)[N:9]([CH3:12])[C:8](=[O:13])[C:7]=1[C:14]([NH:16][CH2:17][C:18]([OH:20])=[O:19])=[O:15]. The yield is 0.180.